Dataset: Reaction yield outcomes from USPTO patents with 853,638 reactions. Task: Predict the reaction yield, written as a fraction of the theoretical maximum amount of product (1.0 means a 100% yield; for example, 0.34 means a 34% yield). (1) The reactants are [CH2:1]([O:8][C:9]([N:11]1[CH2:16][CH2:15][C:14](=O)[CH2:13][CH2:12]1)=[O:10])[C:2]1[CH:7]=[CH:6][CH:5]=[CH:4][CH:3]=1.Br[C:19](Br)([F:21])[F:20].CN(P(N(C)C)(N(C)C)=O)C. The catalyst is C1COCC1.[Zn]. The product is [CH2:1]([O:8][C:9]([N:11]1[CH2:16][CH2:15][C:14](=[C:19]([F:21])[F:20])[CH2:13][CH2:12]1)=[O:10])[C:2]1[CH:7]=[CH:6][CH:5]=[CH:4][CH:3]=1. The yield is 0.560. (2) The reactants are [CH2:1]([O:3][C:4]([C@H:6]1[C@@H:11]([NH2:12])[C@H:10]2[CH2:13][C@@H:7]1[CH2:8][CH2:9]2)=[O:5])[CH3:2].[C:14]([O-:24])(=[O:23])[C@H:15]([C:17]1[CH:22]=[CH:21][CH:20]=[CH:19][CH:18]=1)[OH:16].O[C@@H](C1C=CC=CC=1)C(O)=O. The catalyst is C(OCC)(=O)C. The product is [OH:16][C@@H:15]([C:17]1[CH:22]=[CH:21][CH:20]=[CH:19][CH:18]=1)[C:14]([O-:24])=[O:23].[CH2:1]([O:3][C:4]([C@@H:6]1[C@@H:7]2[CH2:13][C@@H:10]([CH2:9][CH2:8]2)[C@@H:11]1[NH3+:12])=[O:5])[CH3:2]. The yield is 0.180.